Dataset: Full USPTO retrosynthesis dataset with 1.9M reactions from patents (1976-2016). Task: Predict the reactants needed to synthesize the given product. Given the product [CH3:24][N:25]1[C:26](=[O:58])[C:27]([NH:40][C:41]2[CH:46]=[CH:45][C:44]([N:47]3[CH2:52][CH2:51][N:50]([CH:53]4[CH2:54][O:55][CH2:56]4)[CH2:49][C@@H:48]3[CH3:57])=[CH:43][N:42]=2)=[CH:28][C:29]([C:2]2[C:7]([CH:8]=[O:9])=[C:6]([N:10]3[C:22](=[O:23])[C:14]4[CH:15]=[C:16]5[N:21]([C:13]=4[CH:12]=[N:11]3)[CH2:20][CH2:19][CH2:18][CH2:17]5)[N:5]=[CH:4][CH:3]=2)=[CH:30]1, predict the reactants needed to synthesize it. The reactants are: Cl[C:2]1[C:7]([CH:8]=[O:9])=[C:6]([N:10]2[C:22](=[O:23])[C:14]3[CH:15]=[C:16]4[N:21]([C:13]=3[CH:12]=[N:11]2)[CH2:20][CH2:19][CH2:18][CH2:17]4)[N:5]=[CH:4][CH:3]=1.[CH3:24][N:25]1[CH:30]=[C:29](B2OC(C)(C)C(C)(C)O2)[CH:28]=[C:27]([NH:40][C:41]2[CH:46]=[CH:45][C:44]([N:47]3[CH2:52][CH2:51][N:50]([CH:53]4[CH2:56][O:55][CH2:54]4)[CH2:49][C@@H:48]3[CH3:57])=[CH:43][N:42]=2)[C:26]1=[O:58].C([O-])(=O)C.[Na+].[O-]P([O-])([O-])=O.[K+].[K+].[K+].